This data is from NCI-60 drug combinations with 297,098 pairs across 59 cell lines. The task is: Regression. Given two drug SMILES strings and cell line genomic features, predict the synergy score measuring deviation from expected non-interaction effect. (1) Drug 1: C1=NC2=C(N=C(N=C2N1C3C(C(C(O3)CO)O)O)F)N. Drug 2: C1=CC=C(C(=C1)C(C2=CC=C(C=C2)Cl)C(Cl)Cl)Cl. Cell line: A498. Synergy scores: CSS=-0.0425, Synergy_ZIP=0.857, Synergy_Bliss=2.90, Synergy_Loewe=-8.70, Synergy_HSA=-1.02. (2) Drug 1: CC(C1=C(C=CC(=C1Cl)F)Cl)OC2=C(N=CC(=C2)C3=CN(N=C3)C4CCNCC4)N. Drug 2: CCC1=C2CN3C(=CC4=C(C3=O)COC(=O)C4(CC)O)C2=NC5=C1C=C(C=C5)O. Cell line: SK-MEL-5. Synergy scores: CSS=14.3, Synergy_ZIP=3.20, Synergy_Bliss=3.47, Synergy_Loewe=-40.1, Synergy_HSA=-0.964. (3) Drug 1: CC1OCC2C(O1)C(C(C(O2)OC3C4COC(=O)C4C(C5=CC6=C(C=C35)OCO6)C7=CC(=C(C(=C7)OC)O)OC)O)O. Drug 2: CC1CCC2CC(C(=CC=CC=CC(CC(C(=O)C(C(C(=CC(C(=O)CC(OC(=O)C3CCCCN3C(=O)C(=O)C1(O2)O)C(C)CC4CCC(C(C4)OC)O)C)C)O)OC)C)C)C)OC. Cell line: RXF 393. Synergy scores: CSS=19.2, Synergy_ZIP=-13.5, Synergy_Bliss=-13.0, Synergy_Loewe=-6.22, Synergy_HSA=-5.02. (4) Drug 1: CC1=C(N=C(N=C1N)C(CC(=O)N)NCC(C(=O)N)N)C(=O)NC(C(C2=CN=CN2)OC3C(C(C(C(O3)CO)O)O)OC4C(C(C(C(O4)CO)O)OC(=O)N)O)C(=O)NC(C)C(C(C)C(=O)NC(C(C)O)C(=O)NCCC5=NC(=CS5)C6=NC(=CS6)C(=O)NCCC[S+](C)C)O. Drug 2: COC1=C2C(=CC3=C1OC=C3)C=CC(=O)O2. Cell line: ACHN. Synergy scores: CSS=57.6, Synergy_ZIP=1.88, Synergy_Bliss=0.951, Synergy_Loewe=-19.0, Synergy_HSA=1.48. (5) Drug 1: CC1OCC2C(O1)C(C(C(O2)OC3C4COC(=O)C4C(C5=CC6=C(C=C35)OCO6)C7=CC(=C(C(=C7)OC)O)OC)O)O. Drug 2: C(CN)CNCCSP(=O)(O)O. Cell line: SF-268. Synergy scores: CSS=18.2, Synergy_ZIP=-6.03, Synergy_Bliss=3.11, Synergy_Loewe=-13.7, Synergy_HSA=0.578. (6) Drug 1: CCC1(CC2CC(C3=C(CCN(C2)C1)C4=CC=CC=C4N3)(C5=C(C=C6C(=C5)C78CCN9C7C(C=CC9)(C(C(C8N6C=O)(C(=O)OC)O)OC(=O)C)CC)OC)C(=O)OC)O.OS(=O)(=O)O. Drug 2: CS(=O)(=O)OCCCCOS(=O)(=O)C. Cell line: M14. Synergy scores: CSS=5.12, Synergy_ZIP=0.695, Synergy_Bliss=6.56, Synergy_Loewe=5.53, Synergy_HSA=4.65. (7) Drug 1: CC1=C2C(C(=O)C3(C(CC4C(C3C(C(C2(C)C)(CC1OC(=O)C(C(C5=CC=CC=C5)NC(=O)C6=CC=CC=C6)O)O)OC(=O)C7=CC=CC=C7)(CO4)OC(=O)C)O)C)OC(=O)C. Drug 2: CNC(=O)C1=NC=CC(=C1)OC2=CC=C(C=C2)NC(=O)NC3=CC(=C(C=C3)Cl)C(F)(F)F. Cell line: T-47D. Synergy scores: CSS=43.5, Synergy_ZIP=1.63, Synergy_Bliss=2.53, Synergy_Loewe=6.24, Synergy_HSA=8.07.